Dataset: Reaction yield outcomes from USPTO patents with 853,638 reactions. Task: Predict the reaction yield, written as a fraction of the theoretical maximum amount of product (1.0 means a 100% yield; for example, 0.34 means a 34% yield). (1) The reactants are Br[C:2]1[CH:21]=[CH:20][C:5]2[N:6]3[CH2:12][CH2:11][N:10]([C:13]([O:15][C:16]([CH3:19])([CH3:18])[CH3:17])=[O:14])[CH2:9][C:7]3=[N:8][C:4]=2[CH:3]=1.[F:22][C:23]1[CH:24]=[CH:25][C:26]([CH2:29][O:30][C:31]2[CH:36]=[CH:35][NH:34][C:33](=[O:37])[CH:32]=2)=[N:27][CH:28]=1. No catalyst specified. The product is [F:22][C:23]1[CH:24]=[CH:25][C:26]([CH2:29][O:30][C:31]2[CH:36]=[CH:35][N:34]([C:2]3[CH:21]=[CH:20][C:5]4[N:6]5[CH2:12][CH2:11][N:10]([C:13]([O:15][C:16]([CH3:19])([CH3:18])[CH3:17])=[O:14])[CH2:9][C:7]5=[N:8][C:4]=4[CH:3]=3)[C:33](=[O:37])[CH:32]=2)=[N:27][CH:28]=1. The yield is 0.470. (2) The reactants are [CH:1]1([C:4]([N:6]2[CH2:10][CH2:9][C@@H:8]([CH2:11][N:12]3[C:18](=[O:19])[C:15]4([CH2:17][CH2:16]4)[N:14]=[C:13]3[C:20]3[CH:25]=[CH:24][C:23]([C:26]4[CH:31]=[CH:30][C:29]([OH:32])=[CH:28][CH:27]=4)=[CH:22][CH:21]=3)[CH2:7]2)=[O:5])[CH2:3][CH2:2]1.[F:33][C:34]([F:47])([F:46])[S:35](O[S:35]([C:34]([F:47])([F:46])[F:33])(=[O:37])=[O:36])(=[O:37])=[O:36]. The catalyst is C(Cl)Cl.N1C=CC=CC=1. The product is [F:33][C:34]([F:47])([F:46])[S:35]([O:32][C:29]1[CH:30]=[CH:31][C:26]([C:23]2[CH:22]=[CH:21][C:20]([C:13]3[N:12]([CH2:11][C@@H:8]4[CH2:9][CH2:10][N:6]([C:4]([CH:1]5[CH2:3][CH2:2]5)=[O:5])[CH2:7]4)[C:18](=[O:19])[C:15]4([CH2:16][CH2:17]4)[N:14]=3)=[CH:25][CH:24]=2)=[CH:27][CH:28]=1)(=[O:37])=[O:36]. The yield is 0.350.